From a dataset of NCI-60 drug combinations with 297,098 pairs across 59 cell lines. Regression. Given two drug SMILES strings and cell line genomic features, predict the synergy score measuring deviation from expected non-interaction effect. Drug 1: CCC1(CC2CC(C3=C(CCN(C2)C1)C4=CC=CC=C4N3)(C5=C(C=C6C(=C5)C78CCN9C7C(C=CC9)(C(C(C8N6C)(C(=O)OC)O)OC(=O)C)CC)OC)C(=O)OC)O.OS(=O)(=O)O. Drug 2: C1=NC(=NC(=O)N1C2C(C(C(O2)CO)O)O)N. Cell line: SF-268. Synergy scores: CSS=15.7, Synergy_ZIP=2.61, Synergy_Bliss=8.46, Synergy_Loewe=-0.772, Synergy_HSA=-1.06.